From a dataset of Catalyst prediction with 721,799 reactions and 888 catalyst types from USPTO. Predict which catalyst facilitates the given reaction. (1) Reactant: C([N:3](CC)CC)C.CS(Cl)(=O)=O.[Si:13]([O:20][CH:21]([CH2:40][CH2:41]O)[CH:22]([C:24]1[CH:29]=[CH:28][C:27]([NH:30][C:31]([C:33]2[CH:38]=[CH:37][CH:36]=[CH:35][N:34]=2)=[O:32])=[CH:26][C:25]=1[F:39])O)([C:16]([CH3:19])([CH3:18])[CH3:17])([CH3:15])[CH3:14].C(=O)(O)[O-].[Na+]. Product: [Si:13]([O:20][CH:21]1[CH2:40][CH2:41][NH:3][CH:22]1[C:24]1[CH:29]=[CH:28][C:27]([NH:30][C:31]([C:33]2[CH:38]=[CH:37][CH:36]=[CH:35][N:34]=2)=[O:32])=[CH:26][C:25]=1[F:39])([C:16]([CH3:18])([CH3:19])[CH3:17])([CH3:14])[CH3:15]. The catalyst class is: 146. (2) Reactant: [CH3:1][O:2][C:3]1[CH:8]=[CH:7][C:6]([NH:9][C:10](=[O:25])[CH:11]=[CH:12][C:13]2[C:18]([O:19][CH3:20])=[CH:17][C:16]([O:21][CH3:22])=[CH:15][C:14]=2[O:23][CH3:24])=[CH:5][C:4]=1[N+:26]([O-])=O.S(S([O-])=O)([O-])=O.[Na+].[Na+].O.C(OCC)(=O)C. Product: [CH3:1][O:2][C:3]1[CH:8]=[CH:7][C:6]([NH:9][C:10](=[O:25])/[CH:11]=[CH:12]/[C:13]2[C:14]([O:23][CH3:24])=[CH:15][C:16]([O:21][CH3:22])=[CH:17][C:18]=2[O:19][CH3:20])=[CH:5][C:4]=1[NH2:26]. The catalyst class is: 95.